This data is from Full USPTO retrosynthesis dataset with 1.9M reactions from patents (1976-2016). The task is: Predict the reactants needed to synthesize the given product. (1) Given the product [CH2:1]([S:8]([NH:11][C:12]([CH:14]1[CH2:19][CH2:18][N:17]([C:20]2[C:30]([C:31]#[N:32])=[CH:29][C:23]([C:24]([O:26][CH2:27][CH3:28])=[O:25])=[C:22]([CH2:33][S:35][C:36]3[S:37][CH:38]=[CH:39][N:40]=3)[N:21]=2)[CH2:16][CH2:15]1)=[O:13])(=[O:10])=[O:9])[C:2]1[CH:7]=[CH:6][CH:5]=[CH:4][CH:3]=1, predict the reactants needed to synthesize it. The reactants are: [CH2:1]([S:8]([NH:11][C:12]([CH:14]1[CH2:19][CH2:18][N:17]([C:20]2[C:30]([C:31]#[N:32])=[CH:29][C:23]([C:24]([O:26][CH2:27][CH3:28])=[O:25])=[C:22]([CH2:33]Cl)[N:21]=2)[CH2:16][CH2:15]1)=[O:13])(=[O:10])=[O:9])[C:2]1[CH:7]=[CH:6][CH:5]=[CH:4][CH:3]=1.[SH:35][C:36]1[S:37][CH:38]=[CH:39][N:40]=1. (2) Given the product [F:24][C:25]1[CH:30]=[CH:29][C:28]([CH3:31])=[CH:27][C:26]=1[NH:32][C:33]([NH:1][C:2]1[CH:23]=[CH:22][C:5]([O:6][C:7]2[CH:12]=[CH:11][N:10]=[C:9]([C:13]3[CH:14]=[C:15]([C:18]([O:20][CH3:21])=[O:19])[S:16][CH:17]=3)[CH:8]=2)=[CH:4][CH:3]=1)=[O:34], predict the reactants needed to synthesize it. The reactants are: [NH2:1][C:2]1[CH:23]=[CH:22][C:5]([O:6][C:7]2[CH:12]=[CH:11][N:10]=[C:9]([C:13]3[CH:14]=[C:15]([C:18]([O:20][CH3:21])=[O:19])[S:16][CH:17]=3)[CH:8]=2)=[CH:4][CH:3]=1.[F:24][C:25]1[CH:30]=[CH:29][C:28]([CH3:31])=[CH:27][C:26]=1[N:32]=[C:33]=[O:34].O. (3) Given the product [CH:1]1([C:4]2[N:8]=[C:7]([C:9]3[C:10]4[CH2:21][CH2:20][CH2:19][CH2:18][CH2:17][C:11]=4[S:12][C:13]=3[NH:14][C:15]([N:22]3[CH2:29][CH2:28][CH2:27][C@@H:23]3[C:24]([OH:26])=[O:25])=[O:16])[O:6][N:5]=2)[CH2:2][CH2:3]1, predict the reactants needed to synthesize it. The reactants are: [CH:1]1([C:4]2[N:8]=[C:7]([C:9]3[C:10]4[CH2:21][CH2:20][CH2:19][CH2:18][CH2:17][C:11]=4[S:12][C:13]=3[N:14]=[C:15]=[O:16])[O:6][N:5]=2)[CH2:3][CH2:2]1.[NH:22]1[CH2:29][CH2:28][CH2:27][C@@H:23]1[C:24]([OH:26])=[O:25].